Dataset: NCI-60 drug combinations with 297,098 pairs across 59 cell lines. Task: Regression. Given two drug SMILES strings and cell line genomic features, predict the synergy score measuring deviation from expected non-interaction effect. (1) Drug 1: C1=NC(=NC(=O)N1C2C(C(C(O2)CO)O)O)N. Drug 2: CN1C2=C(C=C(C=C2)N(CCCl)CCCl)N=C1CCCC(=O)O.Cl. Cell line: HCT-15. Synergy scores: CSS=8.73, Synergy_ZIP=-4.65, Synergy_Bliss=1.28, Synergy_Loewe=-18.8, Synergy_HSA=-2.08. (2) Synergy scores: CSS=2.01, Synergy_ZIP=0.437, Synergy_Bliss=0.0776, Synergy_Loewe=-9.57, Synergy_HSA=-7.12. Cell line: MDA-MB-231. Drug 1: CN(CC1=CN=C2C(=N1)C(=NC(=N2)N)N)C3=CC=C(C=C3)C(=O)NC(CCC(=O)O)C(=O)O. Drug 2: C1C(C(OC1N2C=NC(=NC2=O)N)CO)O. (3) Drug 1: CC1C(C(CC(O1)OC2CC(CC3=C2C(=C4C(=C3O)C(=O)C5=C(C4=O)C(=CC=C5)OC)O)(C(=O)CO)O)N)O.Cl. Drug 2: CS(=O)(=O)OCCCCOS(=O)(=O)C. Cell line: NCI-H322M. Synergy scores: CSS=1.90, Synergy_ZIP=0.382, Synergy_Bliss=2.44, Synergy_Loewe=3.14, Synergy_HSA=1.14. (4) Drug 1: CN1CCC(CC1)COC2=C(C=C3C(=C2)N=CN=C3NC4=C(C=C(C=C4)Br)F)OC. Drug 2: CNC(=O)C1=NC=CC(=C1)OC2=CC=C(C=C2)NC(=O)NC3=CC(=C(C=C3)Cl)C(F)(F)F. Cell line: A498. Synergy scores: CSS=20.4, Synergy_ZIP=-7.63, Synergy_Bliss=-8.53, Synergy_Loewe=-8.09, Synergy_HSA=-7.54. (5) Drug 1: CC1=C(C(CCC1)(C)C)C=CC(=CC=CC(=CC(=O)O)C)C. Drug 2: CC1=C(C=C(C=C1)NC(=O)C2=CC=C(C=C2)CN3CCN(CC3)C)NC4=NC=CC(=N4)C5=CN=CC=C5. Cell line: T-47D. Synergy scores: CSS=0.743, Synergy_ZIP=1.01, Synergy_Bliss=10.6, Synergy_Loewe=-2.09, Synergy_HSA=0.613. (6) Drug 1: CC1=CC2C(CCC3(C2CCC3(C(=O)C)OC(=O)C)C)C4(C1=CC(=O)CC4)C. Synergy scores: CSS=-0.951, Synergy_ZIP=2.13, Synergy_Bliss=4.22, Synergy_Loewe=-4.56, Synergy_HSA=-0.332. Cell line: TK-10. Drug 2: CC1CCCC2(C(O2)CC(NC(=O)CC(C(C(=O)C(C1O)C)(C)C)O)C(=CC3=CSC(=N3)C)C)C. (7) Drug 1: CC12CCC3C(C1CCC2=O)CC(=C)C4=CC(=O)C=CC34C. Drug 2: C1=CN(C(=O)N=C1N)C2C(C(C(O2)CO)O)O.Cl. Cell line: T-47D. Synergy scores: CSS=26.8, Synergy_ZIP=2.58, Synergy_Bliss=3.89, Synergy_Loewe=0.923, Synergy_HSA=3.98.